From a dataset of Full USPTO retrosynthesis dataset with 1.9M reactions from patents (1976-2016). Predict the reactants needed to synthesize the given product. Given the product [Cl:1][C:2]1[CH:7]=[CH:6][CH:5]=[C:4]([F:8])[C:3]=1[C:9]1[NH:13][C:12](=[O:14])[N:11]([C:15]2[CH:16]=[CH:17][C:18]([O:24][CH3:25])=[C:19]([CH:23]=2)[C:20]([NH:68][C:65]2([C:60]3[CH:61]=[CH:62][CH:63]=[CH:64][C:59]=3[C:58]([F:57])([F:69])[F:70])[CH2:67][CH2:66]2)=[O:21])[N:10]=1, predict the reactants needed to synthesize it. The reactants are: [Cl:1][C:2]1[CH:7]=[CH:6][CH:5]=[C:4]([F:8])[C:3]=1[C:9]1[NH:13][C:12](=[O:14])[N:11]([C:15]2[CH:16]=[CH:17][C:18]([O:24][CH3:25])=[C:19]([CH:23]=2)[C:20](O)=[O:21])[N:10]=1.C(N(C(C)C)CC)(C)C.CN(C(ON1N=NC2C=CC=CC1=2)=[N+](C)C)C.[B-](F)(F)(F)F.[F:57][C:58]([F:70])([F:69])[C:59]1[CH:64]=[CH:63][CH:62]=[CH:61][C:60]=1[C:65]1([NH2:68])[CH2:67][CH2:66]1.